This data is from Forward reaction prediction with 1.9M reactions from USPTO patents (1976-2016). The task is: Predict the product of the given reaction. Given the reactants [N:1]1[C:10]2[C:5](=[CH:6][CH:7]=[CH:8][CH:9]=2)[CH:4]=[CH:3][C:2]=1[C:11]([NH:13][C@H:14]([C:19]([OH:21])=O)[CH2:15][C:16](=[O:18])[NH2:17])=[O:12].C1CCC(N=C=NC2CCCCC2)CC1.C1C=CC2N(O)N=NC=2C=1.CN1CCOCC1.[OH:54][C@H:55]([C@@H:73]([NH2:81])[CH2:74][C:75]1[CH:80]=[CH:79][CH:78]=[CH:77][CH:76]=1)[CH2:56][N:57]([CH2:66][CH:67]1[CH2:72][CH2:71][CH2:70][CH2:69][CH2:68]1)[NH:58][C:59]([O:61][C:62]([CH3:65])([CH3:64])[CH3:63])=[O:60], predict the reaction product. The product is: [OH:54][C@H:55]([C@@H:73]([NH:81][C:19](=[O:21])[C@H:14]([CH2:15][C:16](=[O:18])[NH2:17])[NH:13][C:11]([C:2]1[CH:3]=[CH:4][C:5]2[C:10](=[CH:9][CH:8]=[CH:7][CH:6]=2)[N:1]=1)=[O:12])[CH2:74][C:75]1[CH:80]=[CH:79][CH:78]=[CH:77][CH:76]=1)[CH2:56][N:57]([CH2:66][CH:67]1[CH2:68][CH2:69][CH2:70][CH2:71][CH2:72]1)[NH:58][C:59]([O:61][C:62]([CH3:65])([CH3:63])[CH3:64])=[O:60].